Dataset: hERG Central: cardiac toxicity at 1µM, 10µM, and general inhibition. Task: Predict hERG channel inhibition at various concentrations. The molecule is CCOc1ccc(N2CC(C(=O)Nc3nnc(CC)s3)CC2=O)cc1. Results: hERG_inhib (hERG inhibition (general)): blocker.